From a dataset of Full USPTO retrosynthesis dataset with 1.9M reactions from patents (1976-2016). Predict the reactants needed to synthesize the given product. The reactants are: [Cl:1][C:2]1[CH:8]=[CH:7][C:5]([NH2:6])=[C:4]([N:9]2[CH2:14][CH2:13][N:12]([CH2:15][CH2:16][C:17]([F:20])([F:19])[F:18])[CH2:11][CH2:10]2)[CH:3]=1.[C:21]([O:25][C:26]([N:28]1[CH2:37][CH2:36][C:35]2[C:30](=[CH:31][C:32]([C:38](O)=[O:39])=[CH:33][CH:34]=2)[CH2:29]1)=[O:27])([CH3:24])([CH3:23])[CH3:22].CN(C(ON1N=NC2C=CC=NC1=2)=[N+](C)C)C.F[P-](F)(F)(F)(F)F.CCN(C(C)C)C(C)C. Given the product [Cl:1][C:2]1[CH:8]=[CH:7][C:5]([NH:6][C:38]([C:32]2[CH:31]=[C:30]3[C:35]([CH2:36][CH2:37][N:28]([C:26]([O:25][C:21]([CH3:24])([CH3:23])[CH3:22])=[O:27])[CH2:29]3)=[CH:34][CH:33]=2)=[O:39])=[C:4]([N:9]2[CH2:14][CH2:13][N:12]([CH2:15][CH2:16][C:17]([F:19])([F:18])[F:20])[CH2:11][CH2:10]2)[CH:3]=1, predict the reactants needed to synthesize it.